This data is from Catalyst prediction with 721,799 reactions and 888 catalyst types from USPTO. The task is: Predict which catalyst facilitates the given reaction. The catalyst class is: 219. Product: [CH2:1]([O:8][C:9]1[CH:37]=[CH:36][C:12]([NH:13][C:14]2[C:23]3[C:18](=[CH:19][CH:20]=[C:21]([C:24]4[O:28][C:27]([CH:29]=[CH:30][C:31]([OH:33])=[O:32])=[CH:26][CH:25]=4)[CH:22]=3)[N:17]=[CH:16][N:15]=2)=[CH:11][C:10]=1[Cl:38])[C:2]1[CH:7]=[CH:6][CH:5]=[CH:4][CH:3]=1. Reactant: [CH2:1]([O:8][C:9]1[CH:37]=[CH:36][C:12]([NH:13][C:14]2[C:23]3[C:18](=[CH:19][CH:20]=[C:21]([C:24]4[O:28][C:27]([CH:29]=[CH:30][C:31]([O:33]CC)=[O:32])=[CH:26][CH:25]=4)[CH:22]=3)[N:17]=[CH:16][N:15]=2)=[CH:11][C:10]=1[Cl:38])[C:2]1[CH:7]=[CH:6][CH:5]=[CH:4][CH:3]=1.[OH-].[Na+].